From a dataset of Catalyst prediction with 721,799 reactions and 888 catalyst types from USPTO. Predict which catalyst facilitates the given reaction. (1) Reactant: [C:1]([O:5][C:6]([N:8]1[CH2:13][CH2:12][C:11]([CH2:15]C(O)=O)([OH:14])[CH2:10][CH2:9]1)=[O:7])([CH3:4])([CH3:3])[CH3:2].C1C=CC(P(N=[N+]=[N-])(C2C=CC=CC=2)=[O:26])=CC=1.CC[N:38]([CH2:41]C)CC. Product: [O:26]=[C:41]1[NH:38][CH2:15][C:11]2([CH2:10][CH2:9][N:8]([C:6]([O:5][C:1]([CH3:2])([CH3:3])[CH3:4])=[O:7])[CH2:13][CH2:12]2)[O:14]1. The catalyst class is: 11. (2) Reactant: [CH:1]1([C:7]2([C:10]([NH:12][C:13]3[C:22]([Cl:23])=[CH:21][CH:20]=[C:19]4[C:14]=3[CH:15]=[CH:16][C:17](Cl)=[N:18]4)=[O:11])[CH2:9][CH2:8]2)[CH2:6][CH2:5][CH2:4][CH2:3][CH2:2]1.[CH3:25][NH:26][CH2:27][CH2:28][CH2:29][NH:30][CH3:31]. Product: [ClH:23].[Cl:23][C:22]1[C:13]([NH:12][C:10]([C:7]2([CH:1]3[CH2:2][CH2:3][CH2:4][CH2:5][CH2:6]3)[CH2:9][CH2:8]2)=[O:11])=[C:14]2[C:19](=[CH:20][CH:21]=1)[N:18]=[C:17]([N:26]([CH3:25])[CH2:27][CH2:28][CH2:29][NH:30][CH3:31])[CH:16]=[CH:15]2. The catalyst class is: 10. (3) Product: [CH3:6][C:5]([O:7][C:8]1[CH:31]=[CH:30][C:11]2[C:12]3[N:16]([CH:15]=[C:14]([C:20]4[N:21]([CH2:25][C:26]([F:28])([F:29])[F:27])[N:22]=[CH:23][N:24]=4)[N:13]=3)[CH2:17][CH2:18][O:19][C:10]=2[CH:9]=1)([CH3:32])[C:4]([NH2:39])=[O:3]. Reactant: C([O:3][C:4](=O)[C:5]([CH3:32])([O:7][C:8]1[CH:31]=[CH:30][C:11]2[C:12]3[N:16]([CH2:17][CH2:18][O:19][C:10]=2[CH:9]=1)[CH:15]=[C:14]([C:20]1[N:21]([CH2:25][C:26]([F:29])([F:28])[F:27])[N:22]=[CH:23][N:24]=1)[N:13]=3)[CH3:6])C.O.[OH-].[Li+].Cl.C[N:39](C(ON1N=NC2C=CC=NC1=2)=[N+](C)C)C.F[P-](F)(F)(F)(F)F.[Cl-].[NH4+].C(N(CC)CC)C. The catalyst class is: 24. (4) Reactant: [CH2:1]([CH2:3][NH2:4])[OH:2].[F:5][C:6]1[CH:13]=[C:12]([F:14])[CH:11]=[CH:10][C:7]=1[CH:8]=O.C(=O)(O)[O-].[Na+].[BH4-].[Na+]. Product: [F:5][C:6]1[CH:13]=[C:12]([F:14])[CH:11]=[CH:10][C:7]=1[CH2:8][NH:4][CH2:3][CH2:1][OH:2]. The catalyst class is: 100. (5) Reactant: Br[C:2]1[N:3]=[CH:4][C:5]([NH:8][C@H:9]2[CH2:13][CH2:12][CH2:11][C@@H:10]2[NH:14][C:15](=[O:27])[C:16]2[CH:21]=[CH:20][CH:19]=[CH:18][C:17]=2[N:22]2[N:26]=[CH:25][CH:24]=[N:23]2)=[N:6][CH:7]=1.ClC1N=CC(N[C@H]2CCC[C@@H]2N[C:42](=O)[C:43]2[CH:48]=CC=CC=2N2N=CC=N2)=NC=1.C1(B(O)O)CC1.C(=O)([O-])[O-].[Na+].[Na+]. Product: [CH:48]1([C:2]2[N:3]=[CH:4][C:5]([NH:8][C@H:9]3[CH2:13][CH2:12][CH2:11][C@@H:10]3[NH:14][C:15](=[O:27])[C:16]3[CH:21]=[CH:20][CH:19]=[CH:18][C:17]=3[N:22]3[N:26]=[CH:25][CH:24]=[N:23]3)=[N:6][CH:7]=2)[CH2:43][CH2:42]1. The catalyst class is: 77. (6) Reactant: C(Cl)CCl.[O:5]=[C:6]1[NH:12][C:11]2[N:13]=[CH:14][C:15](/[CH:17]=[CH:18]/[C:19]([OH:21])=O)=[CH:16][C:10]=2[NH:9][CH2:8][CH2:7]1.C1C=CC2N(O)N=[N:28][C:26]=2C=1.[F:32][C:33]1[CH:45]=[CH:44][C:36]2[S:37][C:38]([CH2:41]NC)=[C:39]([CH3:40])[C:35]=2[CH:34]=1.C(N(C(C)C)C(C)C)C. Product: [F:32][C:33]1[CH:45]=[CH:44][C:36]2[S:37][C:38]([CH2:41][C:18](=[CH:17][C:15]3[CH:14]=[N:13][C:11]4[NH:12][C:6](=[O:5])[CH2:7][CH2:8][NH:9][C:10]=4[CH:16]=3)[C:19]([NH:28][CH3:26])=[O:21])=[C:39]([CH3:40])[C:35]=2[CH:34]=1. The catalyst class is: 18.